The task is: Predict the reactants needed to synthesize the given product.. This data is from Full USPTO retrosynthesis dataset with 1.9M reactions from patents (1976-2016). (1) Given the product [ClH:1].[C:12]1([CH2:11][O:9][C:8](=[O:10])[CH2:7][NH:6][NH:5][CH:4]=[N:3][NH2:2])[CH:17]=[CH:16][CH:15]=[CH:14][CH:13]=1, predict the reactants needed to synthesize it. The reactants are: [ClH:1].[NH2:2][N:3]=[CH:4][NH:5][NH:6][CH2:7][C:8]([OH:10])=[O:9].[CH2:11](O)[C:12]1[CH:17]=[CH:16][CH:15]=[CH:14][CH:13]=1. (2) Given the product [CH3:1][O:2][C:3]([C:5]1[S:6][C:7]([CH:27]2[CH2:28][CH2:29][C:30]([CH3:33])([CH3:34])[CH2:31][CH2:32]2)=[CH:8][C:9]=1[N:10]([C@H:20]1[CH2:25][CH2:24][C@@H:23]([O:26][S:36]([CH3:35])(=[O:38])=[O:37])[CH2:22][CH2:21]1)[C:11]([C@H:13]1[CH2:14][CH2:15][C@H:16]([CH3:19])[CH2:17][CH2:18]1)=[O:12])=[O:4], predict the reactants needed to synthesize it. The reactants are: [CH3:1][O:2][C:3]([C:5]1[S:6][C:7]([CH:27]2[CH2:32][CH2:31][C:30]([CH3:34])([CH3:33])[CH2:29][CH2:28]2)=[CH:8][C:9]=1[N:10]([C@H:20]1[CH2:25][CH2:24][C@@H:23]([OH:26])[CH2:22][CH2:21]1)[C:11]([C@H:13]1[CH2:18][CH2:17][C@H:16]([CH3:19])[CH2:15][CH2:14]1)=[O:12])=[O:4].[CH3:35][S:36](Cl)(=[O:38])=[O:37].C(N(CC)CC)C.O. (3) Given the product [CH2:1]([O:8][C:9]1[CH:10]=[C:11]([C:15]2[N:24]=[C:23]([NH:33][C:34]3[CH:35]=[C:36]4[C:40](=[CH:41][CH:42]=3)[N:39]([C:43]([O:45][C:46]([CH3:49])([CH3:48])[CH3:47])=[O:44])[N:38]=[CH:37]4)[C:22]3[C:17](=[CH:18][C:19]([O:31][CH3:32])=[C:20]([O:26][CH2:27][CH2:28][O:29][CH3:30])[CH:21]=3)[N:16]=2)[CH:12]=[CH:13][CH:14]=1)[C:2]1[CH:7]=[CH:6][CH:5]=[CH:4][CH:3]=1, predict the reactants needed to synthesize it. The reactants are: [CH2:1]([O:8][C:9]1[CH:10]=[C:11]([C:15]2[N:24]=[C:23](Cl)[C:22]3[C:17](=[CH:18][C:19]([O:31][CH3:32])=[C:20]([O:26][CH2:27][CH2:28][O:29][CH3:30])[CH:21]=3)[N:16]=2)[CH:12]=[CH:13][CH:14]=1)[C:2]1[CH:7]=[CH:6][CH:5]=[CH:4][CH:3]=1.[NH2:33][C:34]1[CH:35]=[C:36]2[C:40](=[CH:41][CH:42]=1)[N:39]([C:43]([O:45][C:46]([CH3:49])([CH3:48])[CH3:47])=[O:44])[N:38]=[CH:37]2. (4) Given the product [F:2][C:3]1[CH:4]=[C:5]([NH:9][CH:10]([C:14]2[CH:19]=[CH:18][CH:17]=[CH:16][CH:15]=2)[C:11]([O:13][C@@H:22]2[CH:23]3[CH2:26][CH2:27][N:20]([CH2:25][CH2:24]3)[CH2:21]2)=[O:12])[CH:6]=[CH:7][CH:8]=1, predict the reactants needed to synthesize it. The reactants are: Cl.[F:2][C:3]1[CH:4]=[C:5]([NH:9][CH:10]([C:14]2[CH:19]=[CH:18][CH:17]=[CH:16][CH:15]=2)[C:11]([OH:13])=[O:12])[CH:6]=[CH:7][CH:8]=1.[N:20]12[CH2:27][CH2:26][CH:23]([CH2:24][CH2:25]1)[C@@H:22](O)[CH2:21]2.C1CCC(N=C=NC2CCCCC2)CC1.C1C=CC2N(O)N=NC=2C=1. (5) Given the product [C:39]1([C:20]2[CH:21]=[CH:22][C:17]([C:15]([N:7]3[C:8]4[CH:14]=[CH:13][CH:12]=[CH:11][C:9]=4[CH2:10][N:4]4[C:3]([C:47]([N:7]5[CH2:58][CH2:57][N:4]([CH3:3])[CH2:5][CH2:6]5)=[O:50])=[CH:2][CH:1]=[C:5]4[CH2:6]3)=[O:16])=[CH:18][C:19]=2[CH3:32])[CH2:44][CH2:43][CH2:42][CH2:41][CH:40]=1, predict the reactants needed to synthesize it. The reactants are: [CH:1]1[CH:2]=[CH:3][N:4]2[CH2:10][C:9]3[CH:11]=[CH:12][CH:13]=[CH:14][C:8]=3[N:7]([C:15]([C:17]3[CH:22]=[CH:21][C:20](B4OC(C)(C)C(C)(C)O4)=[C:19]([CH3:32])[CH:18]=3)=[O:16])[CH2:6][C:5]=12.FC(F)(F)S(O[C:39]1[CH2:44][CH2:43][CH2:42][CH2:41][CH:40]=1)(=O)=O.[C:47](=[O:50])([O-])[O-].[Na+].[Na+].C(O[CH2:57][CH3:58])(=O)C. (6) Given the product [NH2:10][CH:9]([CH2:14][C:15]1[CH:20]=[CH:19][CH:18]=[C:17]([O:21][CH2:22][C:23]([F:28])([F:27])[CH:24]([F:26])[F:25])[CH:16]=1)[CH:8]([C:5]1[CH:6]=[CH:7][C:2]([F:1])=[CH:3][CH:4]=1)[OH:12], predict the reactants needed to synthesize it. The reactants are: [F:1][C:2]1[CH:7]=[CH:6][C:5]([CH:8]2[O:12]C(=O)[NH:10][CH:9]2[CH2:14][C:15]2[CH:20]=[CH:19][CH:18]=[C:17]([O:21][CH2:22][C:23]([F:28])([F:27])[CH:24]([F:26])[F:25])[CH:16]=2)=[CH:4][CH:3]=1.[OH-].[Na+]. (7) Given the product [CH2:18]([O:17][C:12]1[C:11]([CH:9]([C:6]2[CH:5]=[CH:4][C:3]([CH2:1][CH3:2])=[CH:8][CH:7]=2)[OH:10])=[CH:16][CH:15]=[CH:14][N:13]=1)[C:19]1[CH:20]=[CH:21][CH:22]=[CH:23][CH:24]=1, predict the reactants needed to synthesize it. The reactants are: [CH2:1]([C:3]1[CH:8]=[CH:7][C:6]([C:9]([C:11]2[C:12]([O:17][CH2:18][C:19]3[CH:24]=[CH:23][CH:22]=[CH:21][CH:20]=3)=[N:13][CH:14]=[CH:15][CH:16]=2)=[O:10])=[CH:5][CH:4]=1)[CH3:2].[BH4-].[Na+]. (8) Given the product [CH3:15][O:14][C:5]1[CH:6]=[C:7]([CH:12]=[CH:13][C:4]=1[O:3][C:2]([F:17])([F:19])[F:16])[C:8]([O:10][CH3:11])=[O:9], predict the reactants needed to synthesize it. The reactants are: Br[C:2]([F:17])([F:16])[O:3][C:4]1[CH:13]=[CH:12][C:7]([C:8]([O:10][CH3:11])=[O:9])=[CH:6][C:5]=1[O:14][CH3:15].[Sb](F)(F)[F:19].